Dataset: Full USPTO retrosynthesis dataset with 1.9M reactions from patents (1976-2016). Task: Predict the reactants needed to synthesize the given product. (1) Given the product [F:1][C:2]1[CH:7]=[C:6]([I:8])[CH:5]=[CH:4][C:3]=1[NH:9][C:10]1[N:15]([CH3:16])[C:14](=[O:17])[C:13]2[C:18]([CH3:21])=[CH:19][O:20][C:12]=2[C:11]=1[C:22]([NH:24][O:25][CH2:26][CH2:27][OH:28])=[O:23], predict the reactants needed to synthesize it. The reactants are: [F:1][C:2]1[CH:7]=[C:6]([I:8])[CH:5]=[CH:4][C:3]=1[NH:9][C:10]1[N:15]([CH3:16])[C:14](=[O:17])[C:13]2[C:18]([CH3:21])=[CH:19][O:20][C:12]=2[C:11]=1[C:22]([NH:24][O:25][CH2:26][CH2:27][O:28]C=C)=[O:23].Cl.C([O-])(O)=O.[Na+]. (2) The reactants are: [CH:1]1([N:4]2[C:9](=[O:10])[CH:8]=[C:7]([NH:11][CH3:12])[N:6]([C:13]3[CH:18]=[CH:17][C:16]([I:19])=[CH:15][C:14]=3[F:20])[C:5]2=[O:21])[CH2:3][CH2:2]1.[CH3:22][CH:23]([C:27]([OH:29])=O)[C:24]([OH:26])=O.C(OC(=O)C)(=O)C.CC(C)=O. Given the product [CH:1]1([N:4]2[C:9](=[O:10])[C:8]3[C:27]([OH:29])=[C:23]([CH3:22])[C:24](=[O:26])[N:11]([CH3:12])[C:7]=3[N:6]([C:13]3[CH:18]=[CH:17][C:16]([I:19])=[CH:15][C:14]=3[F:20])[C:5]2=[O:21])[CH2:2][CH2:3]1, predict the reactants needed to synthesize it. (3) Given the product [CH3:29][C:30]1[CH:35]=[CH:34][CH:33]=[C:32]([CH3:36])[C:31]=1[C:2]1[CH:7]=[CH:6][CH:5]=[C:4]([CH:8]2[CH2:21][C:16]3([O:17][CH2:18][CH2:19][O:20]3)[C:15]3[C:10](=[CH:11][CH:12]=[C:13]([CH2:22][CH2:23][C:24]([O:26][CH2:27][CH3:28])=[O:25])[CH:14]=3)[O:9]2)[CH:3]=1, predict the reactants needed to synthesize it. The reactants are: Cl[C:2]1[CH:3]=[C:4]([CH:8]2[CH2:21][C:16]3([O:20][CH2:19][CH2:18][O:17]3)[C:15]3[C:10](=[CH:11][CH:12]=[C:13]([CH2:22][CH2:23][C:24]([O:26][CH2:27][CH3:28])=[O:25])[CH:14]=3)[O:9]2)[CH:5]=[CH:6][CH:7]=1.[CH3:29][C:30]1[CH:35]=[CH:34][CH:33]=[C:32]([CH3:36])[C:31]=1B(O)O.C(=O)([O-])[O-].[K+].[K+]. (4) Given the product [C:1]([C:3]1[CH:4]=[C:5]([CH:46]=[CH:47][C:48]=1[F:49])[CH2:6][O:7][C:8]1[CH:9]=[C:10]([C@H:14]([NH:20][C:21]([C@H:23]2[CH2:28][CH2:27][CH2:26][N:25]([C:29](=[O:45])[CH2:30][CH2:31][CH:32]3[CH2:33][CH2:34][NH:35][CH2:36][CH2:37]3)[CH2:24]2)=[O:22])[CH2:15][C:16]([OH:18])=[O:17])[CH:11]=[N:12][CH:13]=1)#[N:2], predict the reactants needed to synthesize it. The reactants are: [C:1]([C:3]1[CH:4]=[C:5]([CH:46]=[CH:47][C:48]=1[F:49])[CH2:6][O:7][C:8]1[CH:9]=[C:10]([C@@H:14]([NH:20][C:21]([C@@H:23]2[CH2:28][CH2:27][CH2:26][N:25]([C:29](=[O:45])[CH2:30][CH2:31][CH:32]3[CH2:37][CH2:36][N:35](C(OC(C)(C)C)=O)[CH2:34][CH2:33]3)[CH2:24]2)=[O:22])[CH2:15][C:16]([O:18]C)=[O:17])[CH:11]=[N:12][CH:13]=1)#[N:2].CO.O.O.O.O.O.O.O.O.[OH-].[Ba+2].[OH-]. (5) Given the product [NH2:15][C@H:12]([C:6]1[N:5]([C:23]2[CH:28]=[CH:27][CH:26]=[CH:25][C:24]=2[CH3:29])[C:4](=[O:30])[C:3]2[C:8](=[CH:9][CH:10]=[CH:11][C:2]=2[Cl:1])[N:7]=1)[CH2:13][CH3:14], predict the reactants needed to synthesize it. The reactants are: [Cl:1][C:2]1[CH:11]=[CH:10][CH:9]=[C:8]2[C:3]=1[C:4](=[O:30])[N:5]([C:23]1[CH:28]=[CH:27][CH:26]=[CH:25][C:24]=1[CH3:29])[C:6]([C@@H:12]([NH:15]C(=O)OC(C)(C)C)[CH2:13][CH3:14])=[N:7]2.Cl. (6) Given the product [Br:1][C:2]1[CH:3]=[CH:4][C:5]([F:34])=[C:6]([C@@:8]2([CH3:18])[N:19]([CH2:25][C:26]3[CH:31]=[CH:30][C:29]([O:32][CH3:33])=[CH:28][CH:27]=3)[C:20](=[O:24])[CH2:21][CH2:22][O:10][CH2:9]2)[CH:7]=1, predict the reactants needed to synthesize it. The reactants are: [Br:1][C:2]1[CH:3]=[CH:4][C:5]([F:34])=[C:6]([C@:8]([N:19]([CH2:25][C:26]2[CH:31]=[CH:30][C:29]([O:32][CH3:33])=[CH:28][CH:27]=2)[C:20](=[O:24])[CH2:21][CH2:22]Cl)([CH3:18])[CH2:9][O:10][Si](C(C)(C)C)(C)C)[CH:7]=1.[F-].C([N+](CCCC)(CCCC)CCCC)CCC. (7) Given the product [C:1]([O:5][C:6](=[O:7])[NH:8][CH2:9][CH2:10][CH2:11][CH2:12][C:13]1[N:49]([CH2:50][CH2:51][O:52][C:53]2[CH:54]=[CH:55][CH:56]=[CH:57][CH:58]=2)[C:42]2[C:41]3[CH:40]=[CH:39][C:38]([O:37][CH2:30][C:31]4[CH:36]=[CH:35][CH:34]=[CH:33][CH:32]=4)=[CH:47][C:46]=3[N:45]=[CH:44][C:43]=2[N:48]=1)([CH3:2])([CH3:3])[CH3:4], predict the reactants needed to synthesize it. The reactants are: [C:1]([O:5][C:6]([NH:8][CH2:9][CH2:10][CH2:11][CH2:12][C:13](O)=O)=[O:7])([CH3:4])([CH3:3])[CH3:2].C(N(CC)CC)C.C(Cl)(=O)C(C)(C)C.[CH2:30]([O:37][C:38]1[CH:47]=[C:46]2[C:41]([C:42]([NH:49][CH2:50][CH2:51][O:52][C:53]3[CH:58]=[CH:57][CH:56]=[CH:55][CH:54]=3)=[C:43]([NH2:48])[CH:44]=[N:45]2)=[CH:40][CH:39]=1)[C:31]1[CH:36]=[CH:35][CH:34]=[CH:33][CH:32]=1. (8) Given the product [O-:33][N+:1]1[CH:6]=[CH:5][CH:4]=[CH:3][C:2]=1[CH2:7][O:8][C:9]1[CH:18]=[C:17]([C:19]2[CH:20]=[N:21][CH:22]=[N:23][CH:24]=2)[C:16]2[CH2:15][CH2:14][CH2:13][CH2:12][C:11]=2[N:10]=1, predict the reactants needed to synthesize it. The reactants are: [N:1]1[CH:6]=[CH:5][CH:4]=[CH:3][C:2]=1[CH2:7][O:8][C:9]1[CH:18]=[C:17]([C:19]2[CH:20]=[N:21][CH:22]=[N:23][CH:24]=2)[C:16]2[CH2:15][CH2:14][CH2:13][CH2:12][C:11]=2[N:10]=1.C1C=C(Cl)C=C(C(OO)=[O:33])C=1. (9) Given the product [CH2:1]([N:8]1[CH2:12][CH2:13][O:14][C:23](=[O:25])[O:11][CH2:10][CH2:9]1)[C:2]1[CH:7]=[CH:6][CH:5]=[CH:4][CH:3]=1, predict the reactants needed to synthesize it. The reactants are: [CH2:1]([N:8]([CH2:12][CH2:13][OH:14])[CH2:9][CH2:10][OH:11])[C:2]1[CH:7]=[CH:6][CH:5]=[CH:4][CH:3]=1.C(N(CC)CC)C.Cl[C:23](Cl)([O:25]C(=O)OC(Cl)(Cl)Cl)Cl.